Dataset: Catalyst prediction with 721,799 reactions and 888 catalyst types from USPTO. Task: Predict which catalyst facilitates the given reaction. (1) Reactant: [CH:1]1[C:10]2[CH:9]=[CH:8][CH:7]=[C:6]([NH2:11])[C:5]=2[CH:4]=[CH:3][N:2]=1.CCN(C(C)C)C(C)C.[N:21]([CH:24]1[CH2:28][CH2:27][CH2:26][CH2:25]1)=[C:22]=[O:23]. Product: [CH:24]1([NH:21][C:22]([NH:11][C:6]2[CH:7]=[CH:8][CH:9]=[C:10]3[C:5]=2[CH:4]=[CH:3][N:2]=[CH:1]3)=[O:23])[CH2:28][CH2:27][CH2:26][CH2:25]1. The catalyst class is: 2. (2) Reactant: [O:1]=[CH:2][C:3]1[CH:11]=[CH:10][C:7]([O:8][CH3:9])=[C:5]([OH:6])[CH:4]=1.C(=O)([O-])[O-].[K+].[K+].I[CH2:19][CH3:20].CN(C=O)C. Product: [CH3:9][O:8][C:7]1[CH:10]=[CH:11][C:3]([CH:2]=[O:1])=[CH:4][C:5]=1[O:6][CH2:19][CH3:20]. The catalyst class is: 6. (3) Reactant: [CH3:1][S:2]([CH2:5][S:6]([O:9][C:10]1[CH:15]=[CH:14][CH:13]=[CH:12][CH:11]=1)(=[O:8])=[O:7])(=[O:4])=[O:3].[OH-].[Na+].[CH3:18][S:19](Cl)(=[O:21])=[O:20]. Product: [CH3:1][S:2]([CH:5]([S:19]([CH3:18])(=[O:21])=[O:20])[S:6]([O:9][C:10]1[CH:15]=[CH:14][CH:13]=[CH:12][CH:11]=1)(=[O:7])=[O:8])(=[O:3])=[O:4]. The catalyst class is: 6. (4) Reactant: [F:1][C:2]([F:47])([F:46])[C:3]1[CH:8]=[CH:7][C:6]([C:9]2[CH2:14][CH2:13][CH2:12][CH2:11][C:10]=2[C:15]([NH:17][C:18]2[CH:23]=[CH:22][C:21]([N:24]3[CH2:29][CH2:28][N:27]([CH2:30][CH2:31][C:32]4[N:37]=[C:36]([NH:38]C(=O)OC(C)(C)C)[CH:35]=[CH:34][CH:33]=4)[CH2:26][CH2:25]3)=[CH:20][CH:19]=2)=[O:16])=[CH:5][CH:4]=1.FC(F)(F)C(O)=O. The catalyst class is: 4. Product: [NH2:38][C:36]1[N:37]=[C:32]([CH2:31][CH2:30][N:27]2[CH2:26][CH2:25][N:24]([C:21]3[CH:20]=[CH:19][C:18]([NH:17][C:15]([C:10]4[CH2:11][CH2:12][CH2:13][CH2:14][C:9]=4[C:6]4[CH:5]=[CH:4][C:3]([C:2]([F:1])([F:47])[F:46])=[CH:8][CH:7]=4)=[O:16])=[CH:23][CH:22]=3)[CH2:29][CH2:28]2)[CH:33]=[CH:34][CH:35]=1. (5) Reactant: [F:1][C:2]1[C:3]([NH2:17])=[N:4][C:5]([O:8][CH2:9][C:10]2[CH:15]=[CH:14][C:13]([CH3:16])=[CH:12][CH:11]=2)=[N:6][CH:7]=1.C[Si]([N-][Si](C)(C)C)(C)C.[Li+].[C:28]1([CH3:38])[CH:33]=[CH:32][C:31]([S:34](Cl)(=[O:36])=[O:35])=[CH:30][CH:29]=1. Product: [F:1][C:2]1[C:3]([NH:17][S:34]([C:31]2[CH:32]=[CH:33][C:28]([CH3:38])=[CH:29][CH:30]=2)(=[O:36])=[O:35])=[N:4][C:5]([O:8][CH2:9][C:10]2[CH:15]=[CH:14][C:13]([CH3:16])=[CH:12][CH:11]=2)=[N:6][CH:7]=1. The catalyst class is: 1.